From a dataset of Full USPTO retrosynthesis dataset with 1.9M reactions from patents (1976-2016). Predict the reactants needed to synthesize the given product. Given the product [Cl:3][C:4]1[CH:5]=[CH:6][C:7]2[N:8]([C:10]([CH:13]([C:15]3[CH:16]=[C:17]4[C:22](=[CH:23][CH:24]=3)[N:21]=[CH:20][CH:19]=[CH:18]4)[OH:14])=[CH:11][N:12]=2)[N:9]=1, predict the reactants needed to synthesize it. The reactants are: [BH4-].[Na+].[Cl:3][C:4]1[CH:5]=[CH:6][C:7]2[N:8]([C:10]([C:13]([C:15]3[CH:16]=[C:17]4[C:22](=[CH:23][CH:24]=3)[N:21]=[CH:20][CH:19]=[CH:18]4)=[O:14])=[CH:11][N:12]=2)[N:9]=1.O.